This data is from NCI-60 drug combinations with 297,098 pairs across 59 cell lines. The task is: Regression. Given two drug SMILES strings and cell line genomic features, predict the synergy score measuring deviation from expected non-interaction effect. (1) Drug 1: CC12CCC(CC1=CCC3C2CCC4(C3CC=C4C5=CN=CC=C5)C)O. Drug 2: C(CCl)NC(=O)N(CCCl)N=O. Cell line: HCT116. Synergy scores: CSS=9.11, Synergy_ZIP=-3.31, Synergy_Bliss=0.493, Synergy_Loewe=0.342, Synergy_HSA=0.165. (2) Drug 1: CCCCC(=O)OCC(=O)C1(CC(C2=C(C1)C(=C3C(=C2O)C(=O)C4=C(C3=O)C=CC=C4OC)O)OC5CC(C(C(O5)C)O)NC(=O)C(F)(F)F)O. Drug 2: C1C(C(OC1N2C=NC3=C2NC=NCC3O)CO)O. Cell line: MALME-3M. Synergy scores: CSS=68.6, Synergy_ZIP=1.41, Synergy_Bliss=2.37, Synergy_Loewe=0.0650, Synergy_HSA=2.31. (3) Drug 1: CC1C(C(CC(O1)OC2CC(CC3=C2C(=C4C(=C3O)C(=O)C5=C(C4=O)C(=CC=C5)OC)O)(C(=O)CO)O)N)O.Cl. Drug 2: C1CNP(=O)(OC1)N(CCCl)CCCl. Synergy scores: CSS=-0.803, Synergy_ZIP=-0.0344, Synergy_Bliss=-1.80, Synergy_Loewe=-4.71, Synergy_HSA=-3.55. Cell line: RXF 393. (4) Drug 1: C1=NC2=C(N=C(N=C2N1C3C(C(C(O3)CO)O)O)F)N. Drug 2: CCCCC(=O)OCC(=O)C1(CC(C2=C(C1)C(=C3C(=C2O)C(=O)C4=C(C3=O)C=CC=C4OC)O)OC5CC(C(C(O5)C)O)NC(=O)C(F)(F)F)O. Cell line: MDA-MB-435. Synergy scores: CSS=12.7, Synergy_ZIP=-6.33, Synergy_Bliss=-0.168, Synergy_Loewe=-2.78, Synergy_HSA=-2.15. (5) Drug 1: C1CCN(CC1)CCOC2=CC=C(C=C2)C(=O)C3=C(SC4=C3C=CC(=C4)O)C5=CC=C(C=C5)O. Drug 2: C1CN(P(=O)(OC1)NCCCl)CCCl. Cell line: SW-620. Synergy scores: CSS=-6.62, Synergy_ZIP=3.92, Synergy_Bliss=2.01, Synergy_Loewe=-8.55, Synergy_HSA=-5.35. (6) Drug 1: CC12CCC(CC1=CCC3C2CCC4(C3CC=C4C5=CN=CC=C5)C)O. Drug 2: C1=NC2=C(N1)C(=S)N=C(N2)N. Cell line: IGROV1. Synergy scores: CSS=11.6, Synergy_ZIP=-3.90, Synergy_Bliss=-2.41, Synergy_Loewe=-13.9, Synergy_HSA=-1.63.